This data is from Full USPTO retrosynthesis dataset with 1.9M reactions from patents (1976-2016). The task is: Predict the reactants needed to synthesize the given product. (1) The reactants are: N1([C:10]([C:12]2[CH:17]=[CH:16][C:15]([I:18])=[CH:14][CH:13]=2)=[O:11])C2C=CC=CC=2N=N1.Cl. Given the product [I:18][C:15]1[CH:14]=[CH:13][C:12]([C:10](=[O:11])[C:10]([C:12]2[CH:13]=[CH:14][C:15]([I:18])=[CH:16][CH:17]=2)=[O:11])=[CH:17][CH:16]=1, predict the reactants needed to synthesize it. (2) The reactants are: [F:1][C:2]1[CH:3]=[C:4]([C:8](=O)[CH2:9][C:10]([O:12]CC)=O)[CH:5]=[CH:6][CH:7]=1.CC1C=CC(S(O)(=O)=O)=CC=1.[N:27]1[CH:32]=[CH:31][CH:30]=[CH:29][C:28]=1[C:33]1[C:34]([NH2:39])=[N:35][NH:36][C:37]=1[NH2:38]. Given the product [NH2:39][C:34]1[C:33]([C:28]2[CH:29]=[CH:30][CH:31]=[CH:32][N:27]=2)=[C:37]2[NH:38][C:8]([C:4]3[CH:5]=[CH:6][CH:7]=[C:2]([F:1])[CH:3]=3)=[CH:9][C:10](=[O:12])[N:36]2[N:35]=1, predict the reactants needed to synthesize it.